Dataset: Full USPTO retrosynthesis dataset with 1.9M reactions from patents (1976-2016). Task: Predict the reactants needed to synthesize the given product. (1) Given the product [CH3:11][C:8]1[C:7]2[NH:6][CH:5]=[CH:4][C:3]=2[C:2]([C:12]#[N:13])=[CH:10][CH:9]=1, predict the reactants needed to synthesize it. The reactants are: Br[C:2]1[CH:10]=[CH:9][C:8]([CH3:11])=[C:7]2[C:3]=1[CH:4]=[CH:5][NH:6]2.[CH3:12][N:13]1C(=O)CCC1. (2) Given the product [F:1][C:2]1[CH:3]=[C:4]([C:10]2[C:11](=[O:19])[N:12]([CH3:18])[C:13]([S:16][CH3:17])=[N:14][CH:15]=2)[CH:5]=[CH:6][C:7]=1[OH:8], predict the reactants needed to synthesize it. The reactants are: [F:1][C:2]1[CH:3]=[C:4]([C:10]2[C:11](=[O:19])[N:12]([CH3:18])[C:13]([S:16][CH3:17])=[N:14][CH:15]=2)[CH:5]=[CH:6][C:7]=1[O:8]C.Br.C([O-])(O)=O.[Na+].[OH-].[Na+]. (3) Given the product [CH2:1]([OH:34])[C@H:2]1[O:7][C@H:6]([O:8][C@H:9]2[C@H:14]([OH:15])[C@@H:13]([OH:16])[C@H:12]([OH:17])[O:11][C@@H:10]2[CH2:29][OH:30])[C@H:5]([OH:31])[C@@H:4]([OH:32])[C@@H:3]1[OH:33], predict the reactants needed to synthesize it. The reactants are: [CH2:1]([OH:34])[C@H:2]1[O:7][C@H:6]([O:8][C@H:9]2[C@H:14]([OH:15])[C@@H:13]([OH:16])[C@@H:12]([O:17][C@H]3[C@H](O)[C@@H](O)[C@@H](O)O[C@@H]3CO)[O:11][C@@H:10]2[CH2:29][OH:30])[C@H:5]([OH:31])[C@@H:4]([OH:32])[C@@H:3]1[OH:33]. (4) Given the product [Cl:16][C:13]1[CH:14]=[CH:15][C:10]([CH2:9][NH:8][C:5]2[CH:6]=[CH:7][C:2]([C:38]3[CH:37]=[CH:36][C:35]([Cl:34])=[CH:40][C:39]=3[Cl:41])=[CH:3][C:4]=2[F:33])=[C:11]([C:17]2[CH:18]=[CH:19][C:20]([C:23]([NH:25][CH2:26][CH2:27][C:28]([O:30][CH2:31][CH3:32])=[O:29])=[O:24])=[N:21][CH:22]=2)[CH:12]=1, predict the reactants needed to synthesize it. The reactants are: Br[C:2]1[CH:7]=[CH:6][C:5]([NH:8][CH2:9][C:10]2[CH:15]=[CH:14][C:13]([Cl:16])=[CH:12][C:11]=2[C:17]2[CH:18]=[CH:19][C:20]([C:23]([NH:25][CH2:26][CH2:27][C:28]([O:30][CH2:31][CH3:32])=[O:29])=[O:24])=[N:21][CH:22]=2)=[C:4]([F:33])[CH:3]=1.[Cl:34][C:35]1[CH:40]=[C:39]([Cl:41])[CH:38]=[CH:37][C:36]=1B(O)O.C([O-])([O-])=O.[K+].[K+].O. (5) Given the product [Br:11][CH2:10][C:1]1[CH:2]=[C:3]([CH:4]=[CH:5][CH:6]=1)[C:7]([OH:9])=[O:8], predict the reactants needed to synthesize it. The reactants are: [C:1]1([CH3:10])[CH:6]=[CH:5][CH:4]=[C:3]([C:7]([OH:9])=[O:8])[CH:2]=1.[Br:11]N1C(=O)CCC1=O. (6) Given the product [C:1]([O:5][C:6](=[O:19])[N:7]([CH2:8][C:9]1[CH:10]=[CH:11][CH:12]=[CH:13][CH:14]=1)[CH:15]1[CH2:18][N:17]([S:34]([C:31]2[CH:32]=[CH:33][C:28]([F:27])=[CH:29][CH:30]=2)(=[O:36])=[O:35])[CH2:16]1)([CH3:4])([CH3:2])[CH3:3], predict the reactants needed to synthesize it. The reactants are: [C:1]([O:5][C:6](=[O:19])[N:7]([CH:15]1[CH2:18][NH:17][CH2:16]1)[CH2:8][C:9]1[CH:14]=[CH:13][CH:12]=[CH:11][CH:10]=1)([CH3:4])([CH3:3])[CH3:2].C(N(CC)CC)C.[F:27][C:28]1[CH:33]=[CH:32][C:31]([S:34](Cl)(=[O:36])=[O:35])=[CH:30][CH:29]=1. (7) Given the product [F:64][C:63]([F:66])([F:65])[C:61]([OH:67])=[O:62].[NH:42]1[CH2:41][CH:40]=[C:39]([C:2]2[CH:7]=[C:6]([C:8]([F:11])([F:10])[F:9])[CH:5]=[CH:4][C:3]=2[N:12]2[CH2:17][CH2:16][O:15][C:14]3[CH:18]=[C:19]([S:22]([NH:25][C:26]4[S:30][CH:29]=[N:28][CH:27]=4)(=[O:24])=[O:23])[CH:20]=[CH:21][C:13]2=3)[CH2:44][CH2:43]1, predict the reactants needed to synthesize it. The reactants are: Br[C:2]1[CH:7]=[C:6]([C:8]([F:11])([F:10])[F:9])[CH:5]=[CH:4][C:3]=1[N:12]1[CH2:17][CH2:16][O:15][C:14]2[CH:18]=[C:19]([S:22]([NH:25][C:26]3[S:30][CH:29]=[N:28][CH:27]=3)(=[O:24])=[O:23])[CH:20]=[CH:21][C:13]1=2.CC1(C)C(C)(C)OB([C:39]2[CH2:44][CH2:43][N:42](C(OC(C)(C)C)=O)[CH2:41][CH:40]=2)O1.P([O-])([O-])([O-])=O.[K+].[K+].[K+].[C:61]([OH:67])([C:63]([F:66])([F:65])[F:64])=[O:62].